Dataset: NCI-60 drug combinations with 297,098 pairs across 59 cell lines. Task: Regression. Given two drug SMILES strings and cell line genomic features, predict the synergy score measuring deviation from expected non-interaction effect. Drug 1: C1=NC2=C(N1)C(=S)N=C(N2)N. Drug 2: B(C(CC(C)C)NC(=O)C(CC1=CC=CC=C1)NC(=O)C2=NC=CN=C2)(O)O. Cell line: A498. Synergy scores: CSS=10.4, Synergy_ZIP=-5.60, Synergy_Bliss=-9.16, Synergy_Loewe=-16.2, Synergy_HSA=-8.10.